Dataset: Peptide-MHC class II binding affinity with 134,281 pairs from IEDB. Task: Regression. Given a peptide amino acid sequence and an MHC pseudo amino acid sequence, predict their binding affinity value. This is MHC class II binding data. (1) The peptide sequence is TRSVETDKGPLDKEA. The MHC is DRB1_1301 with pseudo-sequence DRB1_1301. The binding affinity (normalized) is 0.169. (2) The peptide sequence is TMAGCGYLMFLGGVK. The MHC is DRB1_0301 with pseudo-sequence DRB1_0301. The binding affinity (normalized) is 0.429. (3) The peptide sequence is HSRNLINELSERMAG. The MHC is DRB3_0101 with pseudo-sequence DRB3_0101. The binding affinity (normalized) is 0.415. (4) The peptide sequence is DHGGACGYKDVDKPP. The MHC is DRB1_0405 with pseudo-sequence DRB1_0405. The binding affinity (normalized) is 0. (5) The peptide sequence is SLILVSQYTPDSTPC. The MHC is DRB1_0701 with pseudo-sequence DRB1_0701. The binding affinity (normalized) is 0.202. (6) The peptide sequence is TASHTRLSCDCDDKFYDC. The MHC is DRB1_0701 with pseudo-sequence DRB1_0701. The binding affinity (normalized) is 0. (7) The peptide sequence is EKSYFAATQFEPLAA. The MHC is HLA-DPA10201-DPB10101 with pseudo-sequence HLA-DPA10201-DPB10101. The binding affinity (normalized) is 0.794. (8) The binding affinity (normalized) is 0.632. The MHC is HLA-DQA10501-DQB10301 with pseudo-sequence HLA-DQA10501-DQB10301. The peptide sequence is TPEAKFDSFVASLTE. (9) The peptide sequence is SVRIRVRSGGHDYEG. The MHC is HLA-DQA10501-DQB10201 with pseudo-sequence HLA-DQA10501-DQB10201. The binding affinity (normalized) is 0.177. (10) The peptide sequence is ASNIMHSINGYVFDSLQLSV. The MHC is DRB1_1101 with pseudo-sequence DRB1_1101. The binding affinity (normalized) is 0.